This data is from Forward reaction prediction with 1.9M reactions from USPTO patents (1976-2016). The task is: Predict the product of the given reaction. (1) The product is: [Br:5][CH2:1][C:34]1[S:35][C:31]([C:25]2[CH:30]=[CH:29][CH:28]=[CH:27][CH:26]=2)=[CH:32][N:33]=1. Given the reactants [C:1]([Br:5])(Br)(Br)Br.C1C=CC(P(C2C=CC=CC=2)C2C=CC=CC=2)=CC=1.[C:25]1([C:31]2[S:35][C:34](CO)=[N:33][CH:32]=2)[CH:30]=[CH:29][CH:28]=[CH:27][CH:26]=1, predict the reaction product. (2) Given the reactants [H-].[Na+].[CH2:3]([N:10]1[CH2:15][CH2:14][CH:13]([N:16]2[CH2:25][C:24]3[C:19](=[CH:20][CH:21]=[CH:22][CH:23]=3)[NH:18][C:17]2=[O:26])[CH2:12][CH2:11]1)[C:4]1[CH:9]=[CH:8][CH:7]=[CH:6][CH:5]=1.[CH3:27]I, predict the reaction product. The product is: [CH2:3]([N:10]1[CH2:15][CH2:14][CH:13]([N:16]2[CH2:25][C:24]3[C:19](=[CH:20][CH:21]=[CH:22][CH:23]=3)[N:18]([CH3:27])[C:17]2=[O:26])[CH2:12][CH2:11]1)[C:4]1[CH:5]=[CH:6][CH:7]=[CH:8][CH:9]=1. (3) Given the reactants [S:1]1[C:5]2[CH:6]=[CH:7][CH:8]=[CH:9][C:4]=2[C:3]([CH:10]=O)=[CH:2]1.C(O)(=O)[CH2:13][C:14]([OH:16])=[O:15].N1CCCCC1, predict the reaction product. The product is: [S:1]1[CH:2]=[C:3]([CH:10]=[CH:13][C:14]([OH:16])=[O:15])[C:4]2[CH:9]=[CH:8][CH:7]=[CH:6][C:5]1=2.